Dataset: Full USPTO retrosynthesis dataset with 1.9M reactions from patents (1976-2016). Task: Predict the reactants needed to synthesize the given product. (1) Given the product [C:1]([O:5][C:6](=[O:28])[NH:7][C@H:8]([C:10]1[N:19]([C:20]2[CH:25]=[CH:24][CH:23]=[CH:22][CH:21]=2)[C:18](=[O:26])[C:17]2[C:12](=[CH:13][CH:14]=[CH:15][C:16]=2[C:29]#[N:30])[N:11]=1)[CH3:9])([CH3:4])([CH3:3])[CH3:2], predict the reactants needed to synthesize it. The reactants are: [C:1]([O:5][C:6](=[O:28])[NH:7][C@H:8]([C:10]1[N:19]([C:20]2[CH:25]=[CH:24][CH:23]=[CH:22][CH:21]=2)[C:18](=[O:26])[C:17]2[C:12](=[CH:13][CH:14]=[CH:15][C:16]=2Br)[N:11]=1)[CH3:9])([CH3:4])([CH3:3])[CH3:2].[CH3:29][N:30]1C(=O)CCC1. (2) Given the product [Cl:9][C:10]1[CH:15]=[C:14]([C:2]2[C:3]([CH3:8])=[N:4][O:5][C:6]=2[CH3:7])[CH:13]=[CH:12][N:11]=1, predict the reactants needed to synthesize it. The reactants are: Br[C:2]1[C:3]([CH3:8])=[N:4][O:5][C:6]=1[CH3:7].[Cl:9][C:10]1[CH:15]=[C:14](C2C=NN(C3CCCCO3)C=2)[CH:13]=[CH:12][N:11]=1. (3) The reactants are: [NH2:1][C:2]1([C:5]([OH:7])=[O:6])[CH2:4][CH2:3]1.S(Cl)([Cl:10])=O.[CH2:12](O)[CH3:13]. Given the product [ClH:10].[NH2:1][C:2]1([C:5]([O:7][CH2:12][CH3:13])=[O:6])[CH2:4][CH2:3]1, predict the reactants needed to synthesize it. (4) Given the product [Cl:16][C:3]1[CH:4]=[C:5]([O:8][C:9]2[CH:14]=[CH:13][C:12]([F:15])=[CH:11][CH:10]=2)[CH:6]=[CH:7][C:2]=1[B:17]1[O:21][C:20]([CH3:23])([CH3:22])[C:19]([CH3:25])([CH3:24])[O:18]1, predict the reactants needed to synthesize it. The reactants are: Br[C:2]1[CH:7]=[CH:6][C:5]([O:8][C:9]2[CH:14]=[CH:13][C:12]([F:15])=[CH:11][CH:10]=2)=[CH:4][C:3]=1[Cl:16].[B:17]1([B:17]2[O:21][C:20]([CH3:23])([CH3:22])[C:19]([CH3:25])([CH3:24])[O:18]2)[O:21][C:20]([CH3:23])([CH3:22])[C:19]([CH3:25])([CH3:24])[O:18]1.C([O-])(=O)C.[K+]. (5) Given the product [CH2:11]([O:10][C:2]1[CH:7]=[C:6]([C:8]#[N:9])[CH:5]=[CH:4][N:3]=1)[CH3:12], predict the reactants needed to synthesize it. The reactants are: Cl[C:2]1[CH:7]=[C:6]([C:8]#[N:9])[CH:5]=[CH:4][N:3]=1.[O-:10][CH2:11][CH3:12].[K+].